Predict the reaction yield, written as a fraction of the theoretical maximum amount of product (1.0 means a 100% yield; for example, 0.34 means a 34% yield). From a dataset of Reaction yield outcomes from USPTO patents with 853,638 reactions. (1) The product is [CH2:31]([N:18]([CH2:19][C:20]1[CH:25]=[CH:24][C:23]([O:26][C:27]([F:30])([F:28])[F:29])=[CH:22][CH:21]=1)[CH2:17][CH2:16][NH:15][S:14]([C:11]1[CH:10]=[CH:9][CH:8]=[C:7]2[C:12]=1[CH2:13][CH:5]([C:3]([OH:4])=[O:2])[CH2:6]2)(=[O:36])=[O:37])[CH2:32][CH2:33][CH2:34][CH3:35]. The yield is 0.880. The reactants are C[O:2][C:3]([CH:5]1[CH2:13][C:12]2[C:7](=[CH:8][CH:9]=[CH:10][C:11]=2[S:14](=[O:37])(=[O:36])[NH:15][CH2:16][CH2:17][N:18]([CH2:31][CH2:32][CH2:33][CH2:34][CH3:35])[CH2:19][C:20]2[CH:25]=[CH:24][C:23]([O:26][C:27]([F:30])([F:29])[F:28])=[CH:22][CH:21]=2)[CH2:6]1)=[O:4].[Li+].[OH-]. The catalyst is C1COCC1.CO. (2) The reactants are [F:1][C:2]1[CH:7]=[CH:6][C:5]([F:8])=[CH:4][C:3]=1[C@H:9]1[CH2:13][CH2:12][CH2:11][N:10]1[C:14]1[CH:15]=[CH:16][C:17]2[N:18]([C:20]([NH2:23])=[CH:21][N:22]=2)[N:19]=1.[CH3:24][S:25]([NH:28][C:29]1[CH:37]=[CH:36][C:32]([C:33](O)=[O:34])=[CH:31][CH:30]=1)(=[O:27])=[O:26].CN(C=O)C.CCN(C(C)C)C(C)C. The catalyst is CCOC(C)=O. The product is [F:1][C:2]1[CH:7]=[CH:6][C:5]([F:8])=[CH:4][C:3]=1[C@H:9]1[CH2:13][CH2:12][CH2:11][N:10]1[C:14]1[CH:15]=[CH:16][C:17]2[N:18]([C:20]([NH:23][C:33](=[O:34])[C:32]3[CH:36]=[CH:37][C:29]([NH:28][S:25]([CH3:24])(=[O:27])=[O:26])=[CH:30][CH:31]=3)=[CH:21][N:22]=2)[N:19]=1. The yield is 0.270. (3) The reactants are [NH2:1][C:2]1[CH:7]=[C:6](Cl)[N:5]=[C:4]([Cl:9])[CH:3]=1.[Cl:10][C:11]1[CH:12]=[CH:13][C:14]([O:20][CH3:21])=[C:15](B(O)O)[CH:16]=1.[F-].[Cs+].C1(P(C2C=CC=CC=2)C2C=CC=CC=2)C=CC=CC=1. The catalyst is COCCOC.O.C([O-])(=O)C.[Pd+2].C([O-])(=O)C. The product is [Cl:9][C:4]1[CH:3]=[C:2]([NH2:1])[CH:7]=[C:6]([C:13]2[CH:12]=[C:11]([Cl:10])[CH:16]=[CH:15][C:14]=2[O:20][CH3:21])[N:5]=1. The yield is 0.440. (4) The reactants are [NH2:1][C:2]1[N:7]=[CH:6][C:5]([C:8]2[CH:34]=[CH:33][C:11]3[N:12]([C:29]([CH3:32])([CH3:31])[CH3:30])[C:13]([C:16]4[CH:21]=[C:20]([Cl:22])[CH:19]=[CH:18][C:17]=4[N:23]4[CH:27]=[N:26][C:25]([CH3:28])=[N:24]4)(O)[NH:14][C:10]=3[CH:9]=2)=[CH:4][N:3]=1. The catalyst is CO. The product is [C:29]([N:12]1[C:11]2[CH:33]=[CH:34][C:8]([C:5]3[CH:4]=[N:3][C:2]([NH2:1])=[N:7][CH:6]=3)=[CH:9][C:10]=2[N:14]=[C:13]1[C:16]1[CH:21]=[C:20]([Cl:22])[CH:19]=[CH:18][C:17]=1[N:23]1[CH:27]=[N:26][C:25]([CH3:28])=[N:24]1)([CH3:32])([CH3:31])[CH3:30]. The yield is 0.370. (5) The reactants are [SH:1][C:2]1[N:6]([CH2:7][C:8]2[CH:13]=[CH:12][C:11]([C:14]3[CH:19]=[CH:18][CH:17]=[CH:16][C:15]=3[C:20]3[NH:24][N:23]=[N:22][N:21]=3)=[CH:10][CH:9]=2)[C:5]2[C:25]([C:29]([O:31][CH2:32][CH3:33])=[O:30])=[CH:26][CH:27]=[CH:28][C:4]=2[N:3]=1.[OH-].[Na+].[CH2:36](I)[CH3:37].Cl. The catalyst is C(O)C. The product is [CH2:36]([S:1][C:2]1[N:6]([CH2:7][C:8]2[CH:9]=[CH:10][C:11]([C:14]3[CH:19]=[CH:18][CH:17]=[CH:16][C:15]=3[C:20]3[NH:24][N:23]=[N:22][N:21]=3)=[CH:12][CH:13]=2)[C:5]2[C:25]([C:29]([O:31][CH2:32][CH3:33])=[O:30])=[CH:26][CH:27]=[CH:28][C:4]=2[N:3]=1)[CH3:37]. The yield is 0.570. (6) The reactants are [Br:1][C:2]1[N:7]=[CH:6][C:5]([C:8](=[O:24])[CH2:9][C:10]([C:16]2[CH:21]=[C:20]([Cl:22])[CH:19]=[C:18]([Cl:23])[CH:17]=2)(O)[C:11]([F:14])([F:13])[F:12])=[CH:4][CH:3]=1.S(Cl)(Cl)=O.N1C=CC=CC=1. The catalyst is C1(C)C=CC=CC=1. The product is [Br:1][C:2]1[N:7]=[CH:6][C:5]([C:8](=[O:24])[CH:9]=[C:10]([C:16]2[CH:21]=[C:20]([Cl:22])[CH:19]=[C:18]([Cl:23])[CH:17]=2)[C:11]([F:12])([F:13])[F:14])=[CH:4][CH:3]=1. The yield is 0.814. (7) The reactants are Br[C:2]1[CH:10]=[CH:9][C:8]([O:11][CH3:12])=[CH:7][C:3]=1[C:4]([OH:6])=[O:5].C(=O)([O-])[O-].[K+].[K+].[NH2:19][C:20]1[N:24]([C:25]2[CH:30]=[CH:29][CH:28]=[CH:27][CH:26]=2)[N:23]=[CH:22][CH:21]=1.C(O)(=O)C. The catalyst is CN(C=O)C.O.C([O-])(=O)C.[Cu+2].C([O-])(=O)C. The product is [CH3:12][O:11][C:8]1[CH:9]=[CH:10][C:2]([NH:19][C:20]2[N:24]([C:25]3[CH:30]=[CH:29][CH:28]=[CH:27][CH:26]=3)[N:23]=[CH:22][CH:21]=2)=[C:3]([CH:7]=1)[C:4]([OH:6])=[O:5]. The yield is 0.260.